From a dataset of Catalyst prediction with 721,799 reactions and 888 catalyst types from USPTO. Predict which catalyst facilitates the given reaction. (1) Reactant: S1(CCCC1)(=O)=O.[NH2:8][C:9]1[N:14]=[C:13]([NH2:15])[C:12]([O:16][C:17]2[C:18]([CH:29]([CH3:31])[CH3:30])=[CH:19][C:20]([O:27][CH3:28])=[C:21]([S:23]([NH2:26])(=[O:25])=[O:24])[CH:22]=2)=[CH:11][N:10]=1.[ClH:32]. Product: [ClH:32].[NH2:8][C:9]1[N:14]=[C:13]([NH2:15])[C:12]([O:16][C:17]2[C:18]([CH:29]([CH3:31])[CH3:30])=[CH:19][C:20]([O:27][CH3:28])=[C:21]([S:23]([NH2:26])(=[O:24])=[O:25])[CH:22]=2)=[CH:11][N:10]=1. The catalyst class is: 8. (2) Reactant: [OH:1][CH2:2][CH:3]1[CH2:12][C:11]2[C:6](=[CH:7][CH:8]=[CH:9][CH:10]=2)[NH:5][CH2:4]1.[OH-].[Na+].[C:15]([O:19][C:20](O[C:20]([O:19][C:15]([CH3:18])([CH3:17])[CH3:16])=[O:21])=[O:21])([CH3:18])([CH3:17])[CH3:16]. Product: [C:15]([O:19][C:20]([N:5]1[C:6]2[C:11](=[CH:10][CH:9]=[CH:8][CH:7]=2)[CH2:12][CH:3]([CH2:2][OH:1])[CH2:4]1)=[O:21])([CH3:18])([CH3:17])[CH3:16]. The catalyst class is: 20. (3) Reactant: Cl.[CH3:2][N:3]([CH3:9])[C:4](=[O:8])[CH2:5][NH:6][CH3:7].C(N(CC)CC)C.CC1(C)[O:22]/[C:21](=[CH:23]\[C:24]([N:26]([CH3:28])[CH3:27])=[O:25])/[C:20](=[O:29])O1.Cl. Product: [CH3:2][N:3]([CH3:9])[C:4](=[O:8])[CH2:5][N:6]([CH3:7])[C:20](=[O:29])[C:21](=[O:22])[CH2:23][C:24]([N:26]([CH3:27])[CH3:28])=[O:25]. The catalyst class is: 8. (4) Reactant: C(Cl)(=O)C(Cl)=O.CS(C)=O.[F:11][C:12]1[CH:13]=[CH:14][C:15]([CH2:29][OH:30])=[C:16]([NH:18][C:19](=[O:28])[CH2:20][CH2:21][C:22]2[CH:27]=[CH:26][CH:25]=[CH:24][CH:23]=2)[CH:17]=1.C(N(CC)CC)C. Product: [F:11][C:12]1[CH:13]=[CH:14][C:15]([CH:29]=[O:30])=[C:16]([NH:18][C:19](=[O:28])[CH2:20][CH2:21][C:22]2[CH:23]=[CH:24][CH:25]=[CH:26][CH:27]=2)[CH:17]=1. The catalyst class is: 2. (5) Reactant: [Cl:1][C:2]1[N:3]=[C:4]([NH:11][CH2:12][CH:13]2[CH2:16][N:15]([C:17]([O:19]C(C)(C)C)=O)[CH2:14]2)[C:5]2[NH:10][CH:9]=[CH:8][C:6]=2[N:7]=1.F[C:25](F)(F)[C:26](O)=O.C(N(CC)C(C)C)(C)C.C(Cl)(=O)C=C. Product: [Cl:1][C:2]1[N:3]=[C:4]([NH:11][CH2:12][CH:13]2[CH2:14][N:15]([C:17](=[O:19])[CH:25]=[CH2:26])[CH2:16]2)[C:5]2[NH:10][CH:9]=[CH:8][C:6]=2[N:7]=1. The catalyst class is: 46. (6) Reactant: C(OC([N:11]1[CH2:16][CH2:15][CH:14]([CH2:17][NH:18][C:19]([C:21]2[CH:22]=[N:23][NH:24][CH:25]=2)=[O:20])[CH2:13][CH2:12]1)=O)C1C=CC=CC=1. Product: [NH:11]1[CH2:16][CH2:15][CH:14]([CH2:17][NH:18][C:19]([C:21]2[CH:25]=[N:24][NH:23][CH:22]=2)=[O:20])[CH2:13][CH2:12]1. The catalyst class is: 63.